From a dataset of Forward reaction prediction with 1.9M reactions from USPTO patents (1976-2016). Predict the product of the given reaction. (1) Given the reactants Cl.[NH2:2][C@H:3]([C:8]([NH2:10])=[O:9])[CH2:4][CH:5]([CH3:7])[CH3:6].[Cl:11][C:12]1[CH:13]=[C:14]([NH:19][CH:20]([C:22](O)=[O:23])[CH3:21])[CH:15]=[CH:16][C:17]=1[Cl:18], predict the reaction product. The product is: [Cl:11][C:12]1[CH:13]=[C:14]([NH:19][C@H:20]([C:22]([NH:10][C:8](=[O:9])[C@H:3]([CH2:4][CH:5]([CH3:7])[CH3:6])[NH2:2])=[O:23])[CH3:21])[CH:15]=[CH:16][C:17]=1[Cl:18]. (2) The product is: [F:1][C:2]([F:19])([F:20])[C:3]([OH:6])([CH2:7][C:8]1([CH3:18])[C:17]2[C:12](=[CH:13][CH:14]=[CH:15][CH:16]=2)[CH2:11][CH2:10][CH2:9]1)[CH:4]=[O:5]. Given the reactants [F:1][C:2]([F:20])([F:19])[C:3]([CH2:7][C:8]1([CH3:18])[C:17]2[C:12](=[CH:13][CH:14]=[CH:15][CH:16]=2)[CH2:11][CH2:10][CH2:9]1)([OH:6])[CH2:4][OH:5].C(N(CC)CC)C.[Cl-].[NH4+], predict the reaction product. (3) Given the reactants [F:1][C:2]1[CH:3]=[C:4]([C:8]([CH3:13])([CH3:12])C(O)=O)[CH:5]=[CH:6][CH:7]=1.C([N:16]([CH2:19]C)CC)C.C1(P(N=[N+]=[N-])(C2C=CC=CC=2)=[O:28])C=CC=CC=1.[C:38]([OH:42])([CH3:41])([CH3:40])[CH3:39], predict the reaction product. The product is: [C:19]([NH:16][C:8]([C:4]1[CH:5]=[CH:6][CH:7]=[C:2]([F:1])[CH:3]=1)([CH3:12])[CH3:13])([O:42][C:38]([CH3:41])([CH3:40])[CH3:39])=[O:28].